Dataset: Full USPTO retrosynthesis dataset with 1.9M reactions from patents (1976-2016). Task: Predict the reactants needed to synthesize the given product. (1) The reactants are: [I:1][C:2]1[CH:10]=[C:6]([C:7](O)=[O:8])[C:5]([NH2:11])=[CH:4][CH:3]=1.C([O-])([O-])OC.C([O-])(=O)C.[NH4+:21].[CH3:22]O. Given the product [I:1][C:2]1[CH:10]=[C:6]2[C:5](=[CH:4][CH:3]=1)[N:11]=[CH:22][NH:21][C:7]2=[O:8], predict the reactants needed to synthesize it. (2) The reactants are: N1C(C)=CC(C)=CC=1C.[CH3:10][N:11]1[CH:15]=[CH:14][C:13]([NH:16][C:17]([C:19]2[CH:29]=[C:28]([O:30][C:31]3[CH:36]=[CH:35][C:34]([S:37]([CH3:40])(=[O:39])=[O:38])=[CH:33][CH:32]=3)[C:22]3[CH2:23][CH:24]([CH2:26]O)[O:25][C:21]=3[CH:20]=2)=[O:18])=[N:12]1.CCN(S(F)(F)[F:47])CC. Given the product [CH3:10][N:11]1[CH:15]=[CH:14][C:13]([NH:16][C:17]([C:19]2[CH:29]=[C:28]([O:30][C:31]3[CH:36]=[CH:35][C:34]([S:37]([CH3:40])(=[O:39])=[O:38])=[CH:33][CH:32]=3)[C:22]3[CH2:23][CH:24]([CH2:26][F:47])[O:25][C:21]=3[CH:20]=2)=[O:18])=[N:12]1, predict the reactants needed to synthesize it. (3) Given the product [Cl:1][C:2]1[CH:3]=[C:4]([C:21]2[N:22]=[C:27]([CH2:26][Cl:25])[O:24][N:23]=2)[CH:5]=[C:6]2[C:10]=1[C:9](=[O:11])[N:8]([CH2:12][CH:13]1[CH2:14][CH2:15][C:16]([F:19])([F:20])[CH2:17][CH2:18]1)[CH2:7]2, predict the reactants needed to synthesize it. The reactants are: [Cl:1][C:2]1[CH:3]=[C:4]([C:21]([NH:23][OH:24])=[NH:22])[CH:5]=[C:6]2[C:10]=1[C:9](=[O:11])[N:8]([CH2:12][CH:13]1[CH2:18][CH2:17][C:16]([F:20])([F:19])[CH2:15][CH2:14]1)[CH2:7]2.[Cl:25][CH2:26][C:27](Cl)=O.C([O-])([O-])=O.[K+].[K+]. (4) Given the product [Si:19]([O:26][CH2:27][CH2:28][C@H:29]1[CH2:40][CH2:39][C:38]2[S:37][C:36]3[N:35]=[CH:34][N:33]=[C:32]([O:3][CH:4]4[CH2:9][CH2:8][CH:7]([N:10]([CH3:18])[C:11](=[O:17])[O:12][C:13]([CH3:14])([CH3:15])[CH3:16])[CH2:6][CH2:5]4)[C:31]=3[C:30]1=2)([C:22]([CH3:25])([CH3:23])[CH3:24])([CH3:21])[CH3:20], predict the reactants needed to synthesize it. The reactants are: [H-].[Na+].[OH:3][CH:4]1[CH2:9][CH2:8][CH:7]([N:10]([CH3:18])[C:11](=[O:17])[O:12][C:13]([CH3:16])([CH3:15])[CH3:14])[CH2:6][CH2:5]1.[Si:19]([O:26][CH2:27][CH2:28][C@H:29]1[CH2:40][CH2:39][C:38]2[S:37][C:36]3[N:35]=[CH:34][N:33]=[C:32](Cl)[C:31]=3[C:30]1=2)([C:22]([CH3:25])([CH3:24])[CH3:23])([CH3:21])[CH3:20]. (5) The reactants are: [C:1]([O:5][C:6]([N:8]([C:26]1[CH:31]=[CH:30][N:29]=[C:28](Cl)[N:27]=1)[C:9]1[CH:10]=[C:11]2[C:15](=[CH:16][C:17]=1[F:18])[N:14]([C:19]([O:21][C:22]([CH3:25])([CH3:24])[CH3:23])=[O:20])[N:13]=[CH:12]2)=[O:7])([CH3:4])([CH3:3])[CH3:2].[CH:33]([NH:36][C:37](=[O:55])[CH2:38][O:39][C:40]1[CH:45]=[CH:44][CH:43]=[C:42](B2OC(C)(C)C(C)(C)O2)[CH:41]=1)([CH3:35])[CH3:34].[F-].[Cs+]. Given the product [C:1]([O:5][C:6]([N:8]([C:26]1[CH:31]=[CH:30][N:29]=[C:28]([C:44]2[CH:43]=[CH:42][CH:41]=[C:40]([O:39][CH2:38][C:37]([NH:36][CH:33]([CH3:35])[CH3:34])=[O:55])[CH:45]=2)[N:27]=1)[C:9]1[CH:10]=[C:11]2[C:15](=[CH:16][C:17]=1[F:18])[N:14]([C:19]([O:21][C:22]([CH3:25])([CH3:24])[CH3:23])=[O:20])[N:13]=[CH:12]2)=[O:7])([CH3:4])([CH3:3])[CH3:2], predict the reactants needed to synthesize it. (6) The reactants are: Br[CH:2]1[CH2:11][CH2:10][C:9]2[C:8]([O:12][CH2:13][C:14]([O:16][CH2:17][CH3:18])=[O:15])=[CH:7][CH:6]=[CH:5][C:4]=2[C:3]1=O.[C:20]1([CH2:26][C:27]([NH2:29])=[S:28])[CH:25]=[CH:24][CH:23]=[CH:22][CH:21]=1. Given the product [CH2:26]([C:27]1[S:28][C:2]2[CH2:11][CH2:10][C:9]3[C:4](=[CH:5][CH:6]=[CH:7][C:8]=3[O:12][CH2:13][C:14]([O:16][CH2:17][CH3:18])=[O:15])[C:3]=2[N:29]=1)[C:20]1[CH:25]=[CH:24][CH:23]=[CH:22][CH:21]=1, predict the reactants needed to synthesize it. (7) Given the product [CH3:22][CH:21]1[CH2:20][NH:19][C:13]([C:12]2[CH:16]=[CH:17][N:18]=[C:10]([NH:9][C:1](=[O:8])[C:2]3[CH:7]=[CH:6][CH:5]=[CH:4][CH:3]=3)[CH:11]=2)=[N:23]1, predict the reactants needed to synthesize it. The reactants are: [C:1]([NH:9][C:10]1[CH:11]=[C:12]([CH:16]=[CH:17][N:18]=1)[C:13](O)=O)(=[O:8])[C:2]1[CH:7]=[CH:6][CH:5]=[CH:4][CH:3]=1.[NH2:19][CH2:20][CH:21]([NH2:23])[CH3:22].P(Cl)(Cl)(Cl)=O. (8) Given the product [F:49][C:46]1[CH:47]=[CH:48][C:43]([S:40]([CH2:39][C:36]2[C:31]([C:32]([O:34][CH3:35])=[O:33])=[C:30]([O:50][CH3:51])[C:29]([C:23]3[CH:27]=[CH:26][O:25][CH:24]=3)=[CH:38][CH:37]=2)(=[O:42])=[O:41])=[CH:44][CH:45]=1, predict the reactants needed to synthesize it. The reactants are: C1(S(CC2C(C(OCC)=O)=C(O)C([C:23]3[CH:27]=[CH:26][O:25][CH:24]=3)=CC=2)(=O)=O)C=CC=CC=1.Br[C:29]1[C:30]([O:50][CH3:51])=[C:31]([C:36]([CH2:39][S:40]([C:43]2[CH:48]=[CH:47][C:46]([F:49])=[CH:45][CH:44]=2)(=[O:42])=[O:41])=[CH:37][CH:38]=1)[C:32]([O:34][CH3:35])=[O:33].O1C=CC(B(O)O)=C1.